Dataset: Catalyst prediction with 721,799 reactions and 888 catalyst types from USPTO. Task: Predict which catalyst facilitates the given reaction. (1) Reactant: ON1C2C=CC=CC=2N=N1.[Br:11][C:12]1[CH:13]=[C:14]([CH:18]=[CH:19][C:20]=1[F:21])[C:15]([OH:17])=O.[CH3:22][C:23]([CH3:44])([CH3:43])[CH2:24][CH2:25][NH:26][C:27](=[O:42])[C@H:28]([CH3:41])[CH2:29][C@H:30]([OH:40])[C@@H:31]([NH2:39])[CH2:32][C:33]1[CH:38]=[CH:37][CH:36]=[CH:35][CH:34]=1. Product: [CH2:32]([C@H:31]([NH:39][C:15](=[O:17])[C:14]1[CH:18]=[CH:19][C:20]([F:21])=[C:12]([Br:11])[CH:13]=1)[C@@H:30]([OH:40])[CH2:29][C@H:28]([C:27](=[O:42])[NH:26][CH2:25][CH2:24][C:23]([CH3:22])([CH3:43])[CH3:44])[CH3:41])[C:33]1[CH:38]=[CH:37][CH:36]=[CH:35][CH:34]=1. The catalyst class is: 174. (2) Reactant: C1N2CN3CN(C2)CN1C3.C=O.[C:13]([O-])(=[O:15])C.[NH4+].[CH3:18][C:19]1[C:24]([CH3:25])=[CH:23][CH:22]=[C:21]([CH3:26])[C:20]=1[OH:27]. Product: [CH3:25][C:24]1[C:19]([CH3:18])=[C:20]([OH:27])[C:21]([CH3:26])=[CH:22][C:23]=1[CH:13]=[O:15]. The catalyst class is: 15. (3) Reactant: Br[C:2]1[CH:7]=[C:6]([CH3:8])[C:5]([CH3:9])=[CH:4][C:3]=1[N+:10]([O-:12])=[O:11].[NH2:13][CH2:14][CH:15]([NH:23][C:24](=[O:30])[O:25][C:26]([CH3:29])([CH3:28])[CH3:27])[CH2:16][C:17]1[CH:22]=[CH:21][CH:20]=[CH:19][CH:18]=1. The catalyst class is: 549. Product: [CH3:9][C:5]1[C:6]([CH3:8])=[CH:7][C:2]([NH:13][CH2:14][CH:15]([NH:23][C:24](=[O:30])[O:25][C:26]([CH3:28])([CH3:27])[CH3:29])[CH2:16][C:17]2[CH:22]=[CH:21][CH:20]=[CH:19][CH:18]=2)=[C:3]([N+:10]([O-:12])=[O:11])[CH:4]=1. (4) Reactant: [F:1][C:2]1[C:3](=[O:9])[NH:4][C:5](=[O:8])[NH:6][CH:7]=1.C(N(CC)CC)C.Cl[C:18]([O:20][CH2:21][CH2:22][N:23]1[C:27](=[O:28])[CH:26]=[CH:25][C:24]1=[O:29])=[O:19]. Product: [C:24]1(=[O:29])[N:23]([CH2:22][CH2:21][O:20][C:18]([N:6]2[CH:7]=[C:2]([F:1])[C:3](=[O:9])[NH:4][C:5]2=[O:8])=[O:19])[C:27](=[O:28])[CH:26]=[CH:25]1. The catalyst class is: 7.